From a dataset of Full USPTO retrosynthesis dataset with 1.9M reactions from patents (1976-2016). Predict the reactants needed to synthesize the given product. (1) Given the product [CH:1]1([C:4]2[O:5][C:6]3[C:7](=[C:9]([C:24]#[N:25])[C:10]([CH3:23])=[C:11]([CH2:21][OH:22])[C:12]=3[N:13]3[CH2:17][CH2:16][C@H:15]([N:18]([CH3:20])[CH3:19])[CH2:14]3)[N:8]=2)[CH2:2][CH2:3]1, predict the reactants needed to synthesize it. The reactants are: [CH:1]1([C:4]2[O:5][C:6]3[C:7](=[C:9]([C:24]#[N:25])[C:10]([CH3:23])=[C:11]([CH:21]=[O:22])[C:12]=3[N:13]3[CH2:17][CH2:16][C@H:15]([N:18]([CH3:20])[CH3:19])[CH2:14]3)[N:8]=2)[CH2:3][CH2:2]1.[BH4-].[Na+].C(=O)([O-])O.[Na+]. (2) Given the product [C:42]1([C:7]([C:1]2[CH:6]=[CH:5][CH:4]=[CH:3][CH:2]=2)([C:36]2[CH:37]=[CH:38][CH:39]=[CH:40][CH:41]=2)[N:8]2[CH:12]=[C:11]([CH:13]3[CH2:15][C:14]3([CH2:17][OH:18])[CH3:16])[N:10]=[CH:9]2)[CH:47]=[CH:46][CH:45]=[CH:44][CH:43]=1, predict the reactants needed to synthesize it. The reactants are: [C:1]1([C:7]([C:42]2[CH:47]=[CH:46][CH:45]=[CH:44][CH:43]=2)([C:36]2[CH:41]=[CH:40][CH:39]=[CH:38][CH:37]=2)[N:8]2[CH:12]=[C:11]([CH:13]3[CH2:15][C:14]3([CH2:17][O:18][Si](C(C)(C)C)(C3C=CC=CC=3)C3C=CC=CC=3)[CH3:16])[N:10]=[CH:9]2)[CH:6]=[CH:5][CH:4]=[CH:3][CH:2]=1.[F-].C([NH3+])CCC. (3) Given the product [CH3:17][C:11]1([CH3:16])[C:12]2[NH:13][C:14]3[N:15]=[C:3]([C:1]#[N:2])[CH:4]=[CH:5][C:6]=3[C:7]=2[C:8](=[O:30])[C:9]2[CH:21]=[CH:20][C:19]([N:40]3[CH2:41][CH2:42][CH:37]([N:31]4[CH2:36][CH2:35][O:34][CH2:33][CH2:32]4)[CH2:38][CH2:39]3)=[CH:18][C:10]1=2, predict the reactants needed to synthesize it. The reactants are: [C:1]([C:3]1[CH:4]=[CH:5][C:6]2[C:7]3[C:8](=[O:30])[C:9]4[CH:21]=[CH:20][C:19](OS(C(F)(F)F)(=O)=O)=[CH:18][C:10]=4[C:11]([CH3:17])([CH3:16])[C:12]=3[NH:13][C:14]=2[N:15]=1)#[N:2].[N:31]1([CH:37]2[CH2:42][CH2:41][NH:40][CH2:39][CH2:38]2)[CH2:36][CH2:35][O:34][CH2:33][CH2:32]1. (4) Given the product [CH3:1][C:2]1([CH3:31])[CH2:11][CH2:10][C:9]([CH3:12])([CH3:13])[C:8]2[CH:7]=[C:6]([C:14]3[N:15]=[C:16]([N:19]4[CH2:20][CH2:21][CH:22]([N:25]5[CH2:29][CH2:28][CH:27]([NH:30][C:32](=[O:34])[CH3:33])[CH2:26]5)[CH2:23][CH2:24]4)[S:17][CH:18]=3)[CH:5]=[CH:4][C:3]1=2, predict the reactants needed to synthesize it. The reactants are: [CH3:1][C:2]1([CH3:31])[CH2:11][CH2:10][C:9]([CH3:13])([CH3:12])[C:8]2[CH:7]=[C:6]([C:14]3[N:15]=[C:16]([N:19]4[CH2:24][CH2:23][CH:22]([N:25]5[CH2:29][CH2:28][CH:27]([NH2:30])[CH2:26]5)[CH2:21][CH2:20]4)[S:17][CH:18]=3)[CH:5]=[CH:4][C:3]1=2.[C:32](OC(=O)C)(=[O:34])[CH3:33].CCOCC. (5) The reactants are: [F:1][C:2]([F:20])([F:19])[C:3]1[CH:8]=[CH:7][N:6]=[C:5]([O:9][C:10]2[CH:15]=[CH:14][C:13]([CH2:16][CH2:17][OH:18])=[CH:12][CH:11]=2)[CH:4]=1.[H-].[Na+].[NH2:23][C:24]1[C:29]([N+:30]([O-])=O)=[C:28](Cl)[N:27]=[CH:26][N:25]=1.[OH2:34].CS(C)=[O:37]. Given the product [N+:23]([C:24]1[C:29]([NH2:30])=[C:28]([O:18][CH2:17][CH2:16][C:13]2[CH:12]=[CH:11][C:10]([O:9][C:5]3[CH:4]=[C:3]([C:2]([F:19])([F:1])[F:20])[CH:8]=[CH:7][N:6]=3)=[CH:15][CH:14]=2)[N:27]=[CH:26][N:25]=1)([O-:37])=[O:34], predict the reactants needed to synthesize it. (6) Given the product [C:1]([C:5]1[O:9][N:8]=[C:7]([C:10]2[CH:11]=[CH:12][C:13]([C:16]3[S:20][C:19]([CH2:21][O:22][C:23]4[CH:24]=[CH:25][C:26]([CH2:29][C@H:30]([O:34][CH2:35][CH3:36])[C:31]([O-:33])=[O:32])=[CH:27][CH:28]=4)=[C:18]([CH3:37])[CH:17]=3)=[CH:14][CH:15]=2)[CH:6]=1)([CH3:4])([CH3:3])[CH3:2].[Li+:38], predict the reactants needed to synthesize it. The reactants are: [C:1]([C:5]1[O:9][N:8]=[C:7]([C:10]2[CH:15]=[CH:14][C:13]([C:16]3[S:20][C:19]([CH2:21][O:22][C:23]4[CH:28]=[CH:27][C:26]([CH2:29][C@H:30]([O:34][CH2:35][CH3:36])[C:31]([OH:33])=[O:32])=[CH:25][CH:24]=4)=[C:18]([CH3:37])[CH:17]=3)=[CH:12][CH:11]=2)[CH:6]=1)([CH3:4])([CH3:3])[CH3:2].[Li+:38].C(C(CCCC)C([O-])=O)C. (7) Given the product [CH:68]1([C:67]2[CH:66]=[N:65][N:64]([C:71]3[CH:76]=[CH:75][CH:74]=[CH:73][C:72]=3[O:77][C:78]([F:81])([F:79])[F:80])[C:63]=2[CH2:62][O:61][C:58]2[CH:59]=[CH:60][C:55]([N:53]([CH2:52][C:49]3[CH:50]=[CH:51][C:46]([C:45]([OH:87])=[O:44])=[C:47]([O:83][CH:84]([CH3:85])[CH3:86])[CH:48]=3)[CH3:54])=[C:56]([CH3:82])[CH:57]=2)[CH2:70][CH2:69]1, predict the reactants needed to synthesize it. The reactants are: C1(C2C=NN(C3C=CC=CC=3OC(F)(F)F)C=2COC2C=CC(N(CC3C=CC(C(O)=O)=C(OC)C=3)C)=C(C)C=2)CC1.C[O:44][C:45](=[O:87])[C:46]1[CH:51]=[CH:50][C:49]([CH2:52][N:53]([C:55]2[CH:60]=[CH:59][C:58]([O:61][CH2:62][C:63]3[N:64]([C:71]4[CH:76]=[CH:75][CH:74]=[CH:73][C:72]=4[O:77][C:78]([F:81])([F:80])[F:79])[N:65]=[CH:66][C:67]=3[CH:68]3[CH2:70][CH2:69]3)=[CH:57][C:56]=2[CH3:82])[CH3:54])=[CH:48][C:47]=1[O:83][CH:84]([CH3:86])[CH3:85]. (8) The reactants are: C(OC(=O)[NH:7][CH2:8][C:9](=[O:41])[NH:10][C:11]1[CH:16]=[C:15]([C:17]([C:19]2[C:24]([NH:25][S:26]([C:29]3[CH:34]=[CH:33][C:32]([CH3:35])=[C:31]([C:36]([F:39])([F:38])[F:37])[CH:30]=3)(=[O:28])=[O:27])=[CH:23][C:22]([Cl:40])=[CH:21][N:20]=2)=[O:18])[CH:14]=[CH:13][N:12]=1)(C)(C)C.C(O)(C(F)(F)F)=O. Given the product [NH2:7][CH2:8][C:9]([NH:10][C:11]1[CH:16]=[C:15]([C:17]([C:19]2[C:24]([NH:25][S:26]([C:29]3[CH:34]=[CH:33][C:32]([CH3:35])=[C:31]([C:36]([F:37])([F:39])[F:38])[CH:30]=3)(=[O:28])=[O:27])=[CH:23][C:22]([Cl:40])=[CH:21][N:20]=2)=[O:18])[CH:14]=[CH:13][N:12]=1)=[O:41], predict the reactants needed to synthesize it.